From a dataset of Full USPTO retrosynthesis dataset with 1.9M reactions from patents (1976-2016). Predict the reactants needed to synthesize the given product. (1) Given the product [F:38][C:37]([F:40])([F:39])[C:35]([O-:41])=[O:36].[CH3:27][NH2+:26][CH2:25][C:22]1[CH:21]=[CH:20][C:19]([C:9]2[N:10]=[C:11]3[N:18]4[C:15]([C:16](=[O:17])[NH:6][CH2:7][C:8]=24)=[CH:14][CH:13]=[CH:12]3)=[CH:24][CH:23]=1, predict the reactants needed to synthesize it. The reactants are: COC1C=C(OC)C=CC=1C[N:6]1[C:16](=[O:17])[C:15]2[N:18]3[C:8](=[C:9]([C:19]4[CH:24]=[CH:23][C:22]([CH2:25][NH:26][CH3:27])=[CH:21][CH:20]=4)[N:10]=[C:11]3[CH:12]=[CH:13][CH:14]=2)[CH2:7]1.O.[C:35]([OH:41])([C:37]([F:40])([F:39])[F:38])=[O:36]. (2) Given the product [CH:22]1([CH2:28][NH:29][C:16](=[O:18])[C:15]2[CH:19]=[CH:20][CH:21]=[C:13]([C:7]3[CH:8]=[CH:9][CH:10]=[CH:11][CH:12]=3)[CH:14]=2)[CH2:27][CH2:26][CH2:25][CH2:24][CH2:23]1, predict the reactants needed to synthesize it. The reactants are: C(Cl)(=O)C(Cl)=O.[C:7]1([C:13]2[CH:14]=[C:15]([CH:19]=[CH:20][CH:21]=2)[C:16]([OH:18])=O)[CH:12]=[CH:11][CH:10]=[CH:9][CH:8]=1.[CH:22]1([CH2:28][NH2:29])[CH2:27][CH2:26][CH2:25][CH2:24][CH2:23]1.